Dataset: Full USPTO retrosynthesis dataset with 1.9M reactions from patents (1976-2016). Task: Predict the reactants needed to synthesize the given product. (1) Given the product [CH:1]([O:4][C:5]1[CH:6]=[CH:7][C:8]([C:11]2[CH:12]=[C:13]3[C:17](=[CH:18][CH:19]=2)[N:16]([C:20]2[CH:29]=[CH:28][C:27]4[C:22](=[CH:23][CH:24]=[CH:25][CH:26]=4)[CH:21]=2)[C:15]([C:30]([O-:32])=[O:31])=[CH:14]3)=[CH:9][CH:10]=1)([CH3:3])[CH3:2].[Na+:35], predict the reactants needed to synthesize it. The reactants are: [CH:1]([O:4][C:5]1[CH:10]=[CH:9][C:8]([C:11]2[CH:12]=[C:13]3[C:17](=[CH:18][CH:19]=2)[N:16]([C:20]2[CH:29]=[CH:28][C:27]4[C:22](=[CH:23][CH:24]=[CH:25][CH:26]=4)[CH:21]=2)[C:15]([C:30]([OH:32])=[O:31])=[CH:14]3)=[CH:7][CH:6]=1)([CH3:3])[CH3:2].C[O-].[Na+:35]. (2) Given the product [OH:28][C:21]1[C:20]([OH:19])=[CH:27][CH:26]=[CH:25][C:22]=1[CH:23]=[CH:1][C:2]1[N:11]([C:12]2[CH:17]=[CH:16][CH:15]=[CH:14][CH:13]=2)[C:10](=[O:18])[C:9]2[C:4](=[CH:5][CH:6]=[CH:7][CH:8]=2)[N:3]=1, predict the reactants needed to synthesize it. The reactants are: [CH3:1][C:2]1[N:11]([C:12]2[CH:17]=[CH:16][CH:15]=[CH:14][CH:13]=2)[C:10](=[O:18])[C:9]2[C:4](=[CH:5][CH:6]=[CH:7][CH:8]=2)[N:3]=1.[OH:19][C:20]1[C:21]([O:28]C)=[C:22]([CH:25]=[CH:26][CH:27]=1)[CH:23]=O.CC([O-])=O.[Na+]. (3) The reactants are: [C:1]([N:5]1[C:9]([NH2:10])=[CH:8][C:7]([CH:11]2[CH2:14][CH2:13][CH2:12]2)=[N:6]1)([CH3:4])([CH3:3])[CH3:2].C([O:17][C:18](=O)[CH2:19][C:20](=O)[C:21]1[CH:26]=[CH:25][CH:24]=[CH:23][CH:22]=1)C. Given the product [C:1]([N:5]1[C:9]2[NH:10][C:18](=[O:17])[CH:19]=[C:20]([C:21]3[CH:26]=[CH:25][CH:24]=[CH:23][CH:22]=3)[C:8]=2[C:7]([CH:11]2[CH2:14][CH2:13][CH2:12]2)=[N:6]1)([CH3:4])([CH3:2])[CH3:3], predict the reactants needed to synthesize it. (4) Given the product [NH2:36][C:18]1[CH:17]=[CH:16][C:3]([O:4][C@@H:5]2[CH2:10][CH2:9][C@H:8]([C:11]([O:13][CH2:14][CH3:15])=[O:12])[CH2:7][CH2:6]2)=[C:2]([F:1])[C:19]=1[NH:20][C:21]([C:23]1[O:24][C:25]([NH:28][C:29]2[CH:30]=[CH:31][C:32]([F:35])=[CH:33][CH:34]=2)=[N:26][N:27]=1)=[O:22], predict the reactants needed to synthesize it. The reactants are: [F:1][C:2]1[C:19]([NH:20][C:21]([C:23]2[O:24][C:25]([NH:28][C:29]3[CH:34]=[CH:33][C:32]([F:35])=[CH:31][CH:30]=3)=[N:26][N:27]=2)=[O:22])=[C:18]([N+:36]([O-])=O)[CH:17]=[CH:16][C:3]=1[O:4][C@@H:5]1[CH2:10][CH2:9][C@H:8]([C:11]([O:13][CH2:14][CH3:15])=[O:12])[CH2:7][CH2:6]1.